From a dataset of Forward reaction prediction with 1.9M reactions from USPTO patents (1976-2016). Predict the product of the given reaction. (1) Given the reactants [N+:1]([C:4]1[CH:5]=[C:6]2[C:10](=[CH:11][CH:12]=1)[NH:9][N:8]=[C:7]2[OH:13])([O-:3])=[O:2].[C:14](Cl)(=[O:18])[O:15][CH2:16][CH3:17], predict the reaction product. The product is: [OH:13][C:7]1[C:6]2[C:10](=[CH:11][CH:12]=[C:4]([N+:1]([O-:3])=[O:2])[CH:5]=2)[N:9]([C:14]([O:15][CH2:16][CH3:17])=[O:18])[N:8]=1. (2) Given the reactants [C:1]([O:5][C:6]([N:8]1[CH2:16][C:15]2[C:10](=[CH:11][CH:12]=[C:13](I)[CH:14]=2)[CH2:9]1)=[O:7])([CH3:4])([CH3:3])[CH3:2].Cl.[CH3:19][O:20][CH:21]1[CH2:24][NH:23][CH2:22]1, predict the reaction product. The product is: [C:1]([O:5][C:6]([N:8]1[CH2:16][C:15]2[C:10](=[CH:11][CH:12]=[C:13]([N:23]3[CH2:24][CH:21]([O:20][CH3:19])[CH2:22]3)[CH:14]=2)[CH2:9]1)=[O:7])([CH3:4])([CH3:3])[CH3:2]. (3) Given the reactants Cl[C:2]1[N:7]=[CH:6][C:5]([S:8]([NH:11][C:12]2[CH:17]=[C:16]([C:18]([N:20]3[CH2:25][CH2:24][CH:23]([C:26]4[CH:31]=[CH:30][C:29]([C:32]#[N:33])=[CH:28][CH:27]=4)[CH2:22][CH2:21]3)=[O:19])[CH:15]=[CH:14][C:13]=2[CH3:34])(=[O:10])=[O:9])=[CH:4][CH:3]=1.[H][H].C(N(CC)CC)C, predict the reaction product. The product is: [C:32]([C:29]1[CH:30]=[CH:31][C:26]([CH:23]2[CH2:22][CH2:21][N:20]([C:18]([C:16]3[CH:15]=[CH:14][C:13]([CH3:34])=[C:12]([NH:11][S:8]([C:5]4[CH:6]=[N:7][CH:2]=[CH:3][CH:4]=4)(=[O:9])=[O:10])[CH:17]=3)=[O:19])[CH2:25][CH2:24]2)=[CH:27][CH:28]=1)#[N:33]. (4) Given the reactants [N:1]1[CH:6]=[CH:5][CH:4]=[CH:3][C:2]=1[CH2:7][NH:8][CH2:9][CH2:10][C:11]1[CH:20]=[CH:19][C:14]([C:15]([O:17][CH3:18])=[O:16])=[CH:13][CH:12]=1.C(N(CC)CC)C.[C:28]([O:32][C:33](O[C:33]([O:32][C:28]([CH3:31])([CH3:30])[CH3:29])=[O:34])=[O:34])([CH3:31])([CH3:30])[CH3:29], predict the reaction product. The product is: [C:33]([N:8]([CH2:9][CH2:10][C:11]1[CH:12]=[CH:13][C:14]([C:15]([O:17][CH3:18])=[O:16])=[CH:19][CH:20]=1)[CH2:7][C:2]1[CH:3]=[CH:4][CH:5]=[CH:6][N:1]=1)([O:32][C:28]([CH3:31])([CH3:30])[CH3:29])=[O:34]. (5) Given the reactants [Cl:1][C:2]1[CH:7]=[CH:6][C:5]([CH:8]([NH:10]C(=O)C(F)(F)F)[CH3:9])=[C:4]([N+:17]([O-:19])=[O:18])[C:3]=1[F:20].O.[OH-].[Li+], predict the reaction product. The product is: [Cl:1][C:2]1[CH:7]=[CH:6][C:5]([CH:8]([NH2:10])[CH3:9])=[C:4]([N+:17]([O-:19])=[O:18])[C:3]=1[F:20]. (6) Given the reactants [C:1]1([C:7]2[O:8][C:9]([C:15]([F:18])([F:17])[F:16])=[C:10]([C:12]([OH:14])=O)[N:11]=2)[CH:6]=[CH:5][CH:4]=[CH:3][CH:2]=1.[NH2:19][C:20]1[CH:21]=[CH:22][C:23]([N:26]2[CH2:31][CH2:30][CH:29]([OH:32])[CH2:28][CH2:27]2)=[N:24][CH:25]=1, predict the reaction product. The product is: [OH:32][CH:29]1[CH2:30][CH2:31][N:26]([C:23]2[CH:22]=[CH:21][C:20]([NH:19][C:12]([C:10]3[N:11]=[C:7]([C:1]4[CH:2]=[CH:3][CH:4]=[CH:5][CH:6]=4)[O:8][C:9]=3[C:15]([F:18])([F:17])[F:16])=[O:14])=[CH:25][N:24]=2)[CH2:27][CH2:28]1. (7) Given the reactants [O:1]1[CH2:3][C@@H:2]1[CH2:4][N:5]1[C:9](=[O:10])[C:8]2=[CH:11][CH:12]=[CH:13][CH:14]=[C:7]2[C:6]1=[O:15].[SH:16][C:17]1[S:18][C:19]2[CH:25]=[CH:24][CH:23]=[CH:22][C:20]=2[N:21]=1, predict the reaction product. The product is: [S:18]1[C:19]2[CH:25]=[CH:24][CH:23]=[CH:22][C:20]=2[N:21]=[C:17]1[S:16][CH2:3][C@@H:2]([OH:1])[CH2:4][N:5]1[C:9](=[O:10])[C:8]2=[CH:11][CH:12]=[CH:13][CH:14]=[C:7]2[C:6]1=[O:15].